This data is from Forward reaction prediction with 1.9M reactions from USPTO patents (1976-2016). The task is: Predict the product of the given reaction. (1) The product is: [CH2:1]([O:8][C:9]([N:11]1[CH2:16][CH:15]2[CH:13]([CH:14]2[NH2:17])[CH2:12]1)=[O:10])[C:2]1[CH:3]=[CH:4][CH:5]=[CH:6][CH:7]=1. Given the reactants [CH2:1]([O:8][C:9]([N:11]1[CH2:16][CH:15]2[CH:13]([CH:14]2[NH:17]C(OC(C)(C)C)=O)[CH2:12]1)=[O:10])[C:2]1[CH:7]=[CH:6][CH:5]=[CH:4][CH:3]=1.Cl.C(=O)(O)[O-].[Na+], predict the reaction product. (2) Given the reactants [C:1]([C:4]1[CH:5]=[C:6]([CH:21]=[CH:22][C:23]=1F)[CH2:7][N:8]1[C:17]2[C:12](=[CH:13][C:14]([CH3:18])=[CH:15][CH:16]=2)[C:11](=[O:19])[NH:10][C:9]1=[O:20])([OH:3])=O.CC1[CH:27]=[C:28]2[C:33](=[CH:34][CH:35]=1)N[C:31](=O)[NH:30][C:29]2=[O:37].BrCC1C=CC(F)=C(C=1)C(OC)=O.COC(C1C=[C:57](C=CC=1)[CH2:58][N:59]1C2C(=CC=CC=2)C(=O)N[C:60]1=O)=O, predict the reaction product. The product is: [CH:28]1([C:29]([N:30]2[CH2:31][CH2:60][N:59]([C:1]([C:4]3[CH:5]=[C:6]([CH:21]=[CH:22][CH:23]=3)[CH2:7][N:8]3[C:17]4[C:12](=[CH:13][C:14]([CH3:18])=[CH:15][CH:16]=4)[C:11](=[O:19])[NH:10][C:9]3=[O:20])=[O:3])[CH2:58][CH2:57]2)=[O:37])[CH2:27][CH2:35][CH2:34][CH2:33]1. (3) Given the reactants C([O:8][C:9]1[CH:18]=[C:17]2[C:12]([C:13]([S:19][C:20]3[S:21][C:22]([N+:25]([O-:27])=[O:26])=[CH:23][N:24]=3)=[CH:14][CH:15]=[N:16]2)=[CH:11][C:10]=1[O:28][CH3:29])C1C=CC=CC=1.C1(SC)C=CC=CC=1, predict the reaction product. The product is: [CH3:29][O:28][C:10]1[CH:11]=[C:12]2[C:17](=[CH:18][C:9]=1[OH:8])[N:16]=[CH:15][CH:14]=[C:13]2[S:19][C:20]1[S:21][C:22]([N+:25]([O-:27])=[O:26])=[CH:23][N:24]=1. (4) Given the reactants [C:1]1([C:7]([C:9]2[CH:10]=[C:11]([OH:15])[CH:12]=[CH:13][CH:14]=2)=[CH2:8])[CH:6]=[CH:5][CH:4]=[CH:3][CH:2]=1.[Mg+2].[Cl-].[Cl-].[CH2:19]=[O:20].Cl, predict the reaction product. The product is: [OH:15][C:11]1[CH:10]=[C:9]([C:7]([C:1]2[CH:2]=[CH:3][CH:4]=[CH:5][CH:6]=2)=[CH2:8])[CH:14]=[CH:13][C:12]=1[CH:19]=[O:20]. (5) Given the reactants [C:1]([O:7][CH2:8][CH3:9])(=[O:6])[CH2:2][C:3]([O-:5])=O.[K+].C(N(CC)CC)C.[Cl:18][C:19]1[CH:20]=[C:21]([CH:25]=[CH:26][C:27]=1[C:28]1[N:32]=[C:31]([C:33]2[N:34]=[C:35]3[C:40]([Cl:41])=[CH:39][C:38]([C:42]([F:45])([F:44])[F:43])=[CH:37][N:36]3[CH:46]=2)[O:30][N:29]=1)C(O)=O.C(Cl)(=O)C(Cl)=O, predict the reaction product. The product is: [Cl:18][C:19]1[CH:20]=[C:21]([C:3](=[O:5])[CH2:2][C:1]([O:7][CH2:8][CH3:9])=[O:6])[CH:25]=[CH:26][C:27]=1[C:28]1[N:32]=[C:31]([C:33]2[N:34]=[C:35]3[C:40]([Cl:41])=[CH:39][C:38]([C:42]([F:44])([F:45])[F:43])=[CH:37][N:36]3[CH:46]=2)[O:30][N:29]=1. (6) Given the reactants [ClH:1].C(OC([N:9]1[CH2:14][CH2:13][N:12]([C:15]2[CH:20]=[CH:19][CH:18]=[C:17]([CH2:21][OH:22])[CH:16]=2)[CH2:11][CH2:10]1)=O)(C)(C)C, predict the reaction product. The product is: [ClH:1].[N:12]1([C:15]2[CH:16]=[C:17]([CH2:21][OH:22])[CH:18]=[CH:19][CH:20]=2)[CH2:13][CH2:14][NH:9][CH2:10][CH2:11]1.